This data is from Forward reaction prediction with 1.9M reactions from USPTO patents (1976-2016). The task is: Predict the product of the given reaction. (1) Given the reactants [I-].[CH3:2][P+](C1C=CC=CC=1)(C1C=CC=CC=1)C1C=CC=CC=1.CC(C)([O-])C.[Na+].[CH2:28]([NH:35][C:36]1[CH:37]=[CH:38][CH:39]=[C:40]2[C:45]=1[CH2:44][C:43](=O)[CH2:42][CH2:41]2)[C:29]1[CH:34]=[CH:33][CH:32]=[CH:31][CH:30]=1.O, predict the reaction product. The product is: [CH2:28]([NH:35][C:36]1[C:45]2[CH2:44][C:43](=[CH2:2])[CH2:42][CH2:41][C:40]=2[CH:39]=[CH:38][CH:37]=1)[C:29]1[CH:34]=[CH:33][CH:32]=[CH:31][CH:30]=1. (2) The product is: [CH2:1]([O:3][C:4]([C:6]1[S:10][C:9]([NH:11][C:12]2[CH:17]=[C:16]([CH2:18][N:19]3[CH2:20][CH2:21][N:22]([CH3:25])[CH2:23][CH2:24]3)[CH:15]=[CH:14][C:13]=2[NH2:26])=[N:8][C:7]=1[C:29]1[CH:34]=[CH:33][CH:32]=[CH:31][CH:30]=1)=[O:5])[CH3:2]. Given the reactants [CH2:1]([O:3][C:4]([C:6]1[S:10][C:9]([NH:11][C:12]2[CH:17]=[C:16]([CH2:18][N:19]3[CH2:24][CH2:23][N:22]([CH3:25])[CH2:21][CH2:20]3)[CH:15]=[CH:14][C:13]=2[N+:26]([O-])=O)=[N:8][C:7]=1[C:29]1[CH:34]=[CH:33][CH:32]=[CH:31][CH:30]=1)=[O:5])[CH3:2].Cl, predict the reaction product. (3) Given the reactants [NH2:1][CH2:2][CH2:3][O:4][C:5]1[CH:28]=[CH:27][C:8]([NH:9][CH:10]2[CH2:15][CH2:14][N:13]([C:16]([NH:18][CH2:19][C:20]3[CH:25]=[CH:24][C:23]([F:26])=[CH:22][CH:21]=3)=[O:17])[CH2:12][CH2:11]2)=[CH:7][CH:6]=1.C([Si]([O:46][C:47]1[CH:52]=[CH:51][C:50]([O:53][CH2:54][CH:55]2[CH2:57][O:56]2)=[CH:49][CH:48]=1)(C1C=CC=CC=1)C1C=CC=CC=1)(C)(C)C, predict the reaction product. The product is: [F:26][C:23]1[CH:22]=[CH:21][C:20]([CH2:19][NH:18][C:16]([N:13]2[CH2:14][CH2:15][CH:10]([NH:9][C:8]3[CH:7]=[CH:6][C:5]([O:4][CH2:3][CH2:2][NH:1][CH2:57][C@H:55]([OH:56])[CH2:54][O:53][C:50]4[CH:51]=[CH:52][C:47]([OH:46])=[CH:48][CH:49]=4)=[CH:28][CH:27]=3)[CH2:11][CH2:12]2)=[O:17])=[CH:25][CH:24]=1. (4) Given the reactants [BrH:1].[CH3:2][C:3]([C:6]1[O:10][C:9]([CH2:11][S:12][C:13]2[S:17][C:16]([NH:18][C:19]([CH:21]3[CH2:26][CH2:25][NH:24][CH2:23][CH2:22]3)=[O:20])=[N:15][CH:14]=2)=[N:8][CH:7]=1)([CH3:5])[CH3:4], predict the reaction product. The product is: [BrH:1].[CH3:5][C:3]([C:6]1[O:10][C:9]([CH2:11][S:12][C:13]2[S:17][C:16]([NH:18][C:19]([CH:21]3[CH2:22][CH2:23][NH:24][CH2:25][CH2:26]3)=[O:20])=[N:15][CH:14]=2)=[N:8][CH:7]=1)([CH3:2])[CH3:4]. (5) Given the reactants [F:1][C:2]1[CH:3]=[C:4]2[C:9](=[C:10]([F:12])[CH:11]=1)[CH2:8][C:7](=O)[CH2:6][CH2:5]2.Cl.[CH3:15][C:16]([C:21]1[S:25][C:24]([NH:26][C:27](=[O:33])[CH:28]([NH2:32])[CH2:29][CH2:30][CH3:31])=[N:23][N:22]=1)([CH3:20])[CH2:17][CH2:18][CH3:19].C(O[BH-](OC(=O)C)OC(=O)C)(=O)C.[Na+].[BH3-]C#N.[Na+], predict the reaction product. The product is: [CH3:20][C:16]([C:21]1[S:25][C:24]([NH:26][C:27](=[O:33])[C@@H:28]([NH:32][CH:7]2[CH2:6][CH2:5][C:4]3[C:9](=[C:10]([F:12])[CH:11]=[C:2]([F:1])[CH:3]=3)[CH2:8]2)[CH2:29][CH2:30][CH3:31])=[N:23][N:22]=1)([CH3:15])[CH2:17][CH:18]=[CH2:19].